Dataset: Forward reaction prediction with 1.9M reactions from USPTO patents (1976-2016). Task: Predict the product of the given reaction. (1) Given the reactants [Cl:1][C:2]1[CH:7]=[CH:6][CH:5]=[C:4]([F:8])[C:3]=1[C:9]1[NH:10][C:11]2[C:16]([CH:17]=1)=[CH:15][C:14](B1OC(C)(C)C(C)(C)O1)=[CH:13][CH:12]=2.[Cl:27][C:28]1[CH:33]=[C:32]([CH2:34][CH3:35])[C:31](I)=[CH:30][N:29]=1.C(=O)([O-])[O-].[K+].[K+].O, predict the reaction product. The product is: [Cl:27][C:28]1[N:29]=[CH:30][C:31]([C:14]2[CH:15]=[C:16]3[C:11](=[CH:12][CH:13]=2)[NH:10][C:9]([C:3]2[C:4]([F:8])=[CH:5][CH:6]=[CH:7][C:2]=2[Cl:1])=[CH:17]3)=[C:32]([CH2:34][CH3:35])[CH:33]=1. (2) The product is: [NH3:1].[CH3:2][OH:3].[NH2:19][C:14]1[N:13]=[C:12]([NH2:11])[CH:17]=[CH:16][N:15]=1. Given the reactants [NH2:1][C:2]([C@H]1[C@H]2C[C@H](C=C2)[C@H]1[NH:11][C:12]1[C:17](F)=[CH:16][N:15]=[C:14]([NH:19]C2C=CC(N3CCN(C)CC3)=C(C)C=2)[N:13]=1)=[O:3], predict the reaction product. (3) Given the reactants Cl.[O:2]=[C:3]1[C:11]2[C:6](=[CH:7][C:8]([C:12]([NH:14][CH:15]3[CH2:20][CH2:19][NH:18][CH2:17][CH2:16]3)=[O:13])=[CH:9][CH:10]=2)[CH2:5][O:4]1.[CH3:21][C:22]1[C:30]2[CH2:29][O:28][C:27](=[O:31])[C:26]=2[CH:25]=[CH:24][C:23]=1[CH2:32][CH:33]=O.C([BH3-])#N.[Na+].C(O)(=O)C, predict the reaction product. The product is: [CH3:21][C:22]1[C:23]([CH2:32][CH2:33][N:18]2[CH2:17][CH2:16][CH:15]([NH:14][C:12]([C:8]3[CH:7]=[C:6]4[C:11](=[CH:10][CH:9]=3)[C:3](=[O:2])[O:4][CH2:5]4)=[O:13])[CH2:20][CH2:19]2)=[CH:24][CH:25]=[C:26]2[C:30]=1[CH2:29][O:28][C:27]2=[O:31]. (4) Given the reactants [F:1][C:2]1[CH:3]=[C:4]([C@@H:9]([C@@H:18]2[CH2:23][CH2:22][CH2:21][N:20]([C:24](=[O:37])[NH:25][C@@H:26]([CH2:30][C@@H:31]3[CH2:36][CH2:35][CH2:34][O:33][CH2:32]3)[CH2:27][NH:28][CH3:29])[CH2:19]2)[O:10][CH2:11][CH2:12][NH:13][C:14](=[O:17])[O:15][CH3:16])[CH:5]=[C:6](F)[CH:7]=1.FC1C=C([C@@H]([C@@H]2CCCN(C(=O)N[C@@H](C[C@H]3CCCOC3)CNC)C2)OCCNC(=O)OC)C=C(F)C=1.FC1C=CC(C)=C([C@@H]([C@@H]2CCCN(C(=O)N[C@@H](C[C@@H]3CCCOC3)CNC)C2)OCCNC(=O)OC)C=1.FC1C=CC(C)=C([C@@H]([C@@H]2CCCN(C(=O)N[C@@H](C[C@H]3CCCOC3)CNC)C2)OCCNC(=O)OC)C=1.[Cl:149]C1C=C([C@@H]([C@@H]2CCCN(C(=O)N[C@@H](C[C@@H]3CCCOC3)CNC)C2)OCCNC(=O)OC)C=CC=1, predict the reaction product. The product is: [Cl:149][C:6]1[CH:5]=[C:4]([C@@H:9]([C@@H:18]2[CH2:23][CH2:22][CH2:21][N:20]([C:24](=[O:37])[NH:25][C@@H:26]([CH2:30][C@H:31]3[CH2:36][CH2:35][CH2:34][O:33][CH2:32]3)[CH2:27][NH:28][CH3:29])[CH2:19]2)[O:10][CH2:11][CH2:12][NH:13][C:14](=[O:17])[O:15][CH3:16])[CH:3]=[C:2]([F:1])[CH:7]=1. (5) Given the reactants [Cl:1][C:2]1[CH:3]=[C:4]([C:8]2[N:9]=[C:10]([N:16]3[C:20]4[CH:21]=[C:22]([O:25][CH2:26][CH:27]5[CH2:32][CH2:31][NH:30][CH2:29][CH2:28]5)[CH:23]=[CH:24][C:19]=4[N:18]=[CH:17]3)[S:11][C:12]=2[C:13]([NH2:15])=[O:14])[CH:5]=[CH:6][CH:7]=1.C=O.[C:35](O)(=O)C.C(O[BH-](OC(=O)C)OC(=O)C)(=O)C.[Na+], predict the reaction product. The product is: [Cl:1][C:2]1[CH:3]=[C:4]([C:8]2[N:9]=[C:10]([N:16]3[C:20]4[CH:21]=[C:22]([O:25][CH2:26][CH:27]5[CH2:28][CH2:29][N:30]([CH3:35])[CH2:31][CH2:32]5)[CH:23]=[CH:24][C:19]=4[N:18]=[CH:17]3)[S:11][C:12]=2[C:13]([NH2:15])=[O:14])[CH:5]=[CH:6][CH:7]=1.